Task: Predict the reactants needed to synthesize the given product.. Dataset: Full USPTO retrosynthesis dataset with 1.9M reactions from patents (1976-2016) (1) The reactants are: [NH2:1][C:2]1[CH:3]=[C:4]([OH:12])[C:5](=[CH:10][CH:11]=1)[C:6]([O:8][CH3:9])=[O:7].[Br:13][C:14]1[S:18][C:17]([S:19](Cl)(=[O:21])=[O:20])=[CH:16][C:15]=1[Cl:23].N1C=CC=CC=1.CCOC(C)=O. Given the product [Br:13][C:14]1[S:18][C:17]([S:19]([NH:1][C:2]2[CH:11]=[CH:10][C:5]([C:6]([O:8][CH3:9])=[O:7])=[C:4]([OH:12])[CH:3]=2)(=[O:21])=[O:20])=[CH:16][C:15]=1[Cl:23], predict the reactants needed to synthesize it. (2) Given the product [I:3][C:4]1[CH:9]=[CH:8][C:7]([O:10][CH2:17][CH2:16][CH2:15][CH2:14][CH2:13][CH2:12][OH:18])=[CH:6][CH:5]=1, predict the reactants needed to synthesize it. The reactants are: [OH-].[Na+].[I:3][C:4]1[CH:9]=[CH:8][C:7]([OH:10])=[CH:6][CH:5]=1.Br[CH:12]([OH:18])[CH2:13][CH2:14][CH2:15][CH2:16][CH3:17].O.